From a dataset of Catalyst prediction with 721,799 reactions and 888 catalyst types from USPTO. Predict which catalyst facilitates the given reaction. (1) Reactant: CC([Si](C)(C)[O:6][C@H:7]1[CH2:12][C@@H:11]([CH2:13][N:14]2[C:22](=[O:23])[C:21]3[C:16](=[CH:17][CH:18]=[CH:19][CH:20]=3)[C:15]2=[O:24])[CH2:10][N:9]([C:25]([O:27][CH2:28][C:29]2[CH:34]=[CH:33][CH:32]=[CH:31][CH:30]=2)=[O:26])[CH2:8]1)(C)C.[F-].C([N+](CCCC)(CCCC)CCCC)CCC. Product: [O:24]=[C:15]1[C:16]2[C:21](=[CH:20][CH:19]=[CH:18][CH:17]=2)[C:22](=[O:23])[N:14]1[CH2:13][C@H:11]1[CH2:12][C@@H:7]([OH:6])[CH2:8][N:9]([C:25]([O:27][CH2:28][C:29]2[CH:30]=[CH:31][CH:32]=[CH:33][CH:34]=2)=[O:26])[CH2:10]1. The catalyst class is: 1. (2) Reactant: [C:1]1([C:7]2([CH2:20][O:21][CH:22]([C:24]3[C:32]4[C:28](=[CH:29][N:30](COCC[Si](C)(C)C)[N:31]=4)[CH:27]=[C:26]([C:41]([F:44])([F:43])[F:42])[CH:25]=3)[CH3:23])[CH2:12][CH2:11][N:10](C(OC(C)(C)C)=O)[CH2:9][CH2:8]2)[CH:6]=[CH:5][CH:4]=[CH:3][CH:2]=1. Product: [C:1]1([C:7]2([CH2:20][O:21][CH:22]([C:24]3[CH:25]=[C:26]([C:41]([F:42])([F:44])[F:43])[CH:27]=[C:28]4[C:32]=3[NH:31][N:30]=[CH:29]4)[CH3:23])[CH2:12][CH2:11][NH:10][CH2:9][CH2:8]2)[CH:6]=[CH:5][CH:4]=[CH:3][CH:2]=1. The catalyst class is: 55. (3) Reactant: S(Br)([Br:3])=O.[O:5]1[CH2:9][CH2:8][O:7][CH:6]1[C:10]1[N:15]=[C:14]([CH2:16]O)[CH:13]=[CH:12][CH:11]=1.[N:18]1[CH:23]=[CH:22][CH:21]=[CH:20][CH:19]=1. Product: [BrH:3].[Br-:3].[O:7]1[CH2:8][CH2:9][O:5][CH:6]1[C:10]1[N:15]=[C:14]([CH2:16][N+:18]2[CH:23]=[CH:22][CH:21]=[CH:20][CH:19]=2)[CH:13]=[CH:12][CH:11]=1. The catalyst class is: 2. (4) Reactant: C1CN([P+](ON2N=NC3C=CC=CC2=3)(N2CCCC2)N2CCCC2)CC1.F[P-](F)(F)(F)(F)F.C(N(CC)C(C)C)(C)C.[C:43]([O:47][C:48]([NH:50][C@H:51]1[CH2:69][C:68]2[CH:70]=[C:64]([CH:65]=[CH:66][C:67]=2[OH:71])[C:63]2=[CH:72][C:59](=[C:60]([OH:73])[CH:61]=[CH:62]2)[CH2:58][C@@H:57]([C:74](O)=[O:75])[NH:56][C:55](=[O:77])[C@H:54]([CH2:78][CH2:79][CH2:80][NH:81][C:82]([O:84][C:85]([CH3:88])([CH3:87])[CH3:86])=[O:83])[NH:53][C:52]1=[O:89])=[O:49])([CH3:46])([CH3:45])[CH3:44].[NH:90]1[CH2:122][CH2:121][CH2:120][C@H:91]1[C:92]([NH:94][C@H:95]([C:107]([NH:109][CH2:110][CH2:111][NH:112][C:113]([O:115][C:116]([CH3:119])([CH3:118])[CH3:117])=[O:114])=[O:108])[CH2:96][CH2:97][CH2:98][NH:99][C:100]([O:102][C:103]([CH3:106])([CH3:105])[CH3:104])=[O:101])=[O:93]. Product: [C:43]([O:47][C:48]([NH:50][C@H:51]1[CH2:69][C:68]2[CH:70]=[C:64]([CH:65]=[CH:66][C:67]=2[OH:71])[C:63]2=[CH:72][C:59](=[C:60]([OH:73])[CH:61]=[CH:62]2)[CH2:58][C@@H:57]([C:74]([N:90]2[CH2:122][CH2:121][CH2:120][C@H:91]2[C:92]([NH:94][C@H:95]([C:107]([NH:109][CH2:110][CH2:111][NH:112][C:113]([O:115][C:116]([CH3:119])([CH3:118])[CH3:117])=[O:114])=[O:108])[CH2:96][CH2:97][CH2:98][NH:99][C:100]([O:102][C:103]([CH3:105])([CH3:106])[CH3:104])=[O:101])=[O:93])=[O:75])[NH:56][C:55](=[O:77])[C@H:54]([CH2:78][CH2:79][CH2:80][NH:81][C:82]([O:84][C:85]([CH3:88])([CH3:87])[CH3:86])=[O:83])[NH:53][C:52]1=[O:89])=[O:49])([CH3:46])([CH3:45])[CH3:44]. The catalyst class is: 3. (5) Reactant: [NH2:1][C:2]1[N:3]([C:16]2[CH:17]=[C:18]([CH:23]=[CH:24][CH:25]=2)[C:19](OC)=[O:20])[N:4]=[C:5]2[C:14]3[CH:13]=[CH:12][CH:11]=[CH:10][C:9]=3[NH:8][C:7](=[O:15])[C:6]=12.[H-].[Al+3].[Li+].[H-].[H-].[H-].O1CCCC1.S([O-])([O-])(=O)=O.[Na+].[Na+]. Product: [NH2:1][C:2]1[N:3]([C:16]2[CH:25]=[CH:24][CH:23]=[C:18]([CH2:19][OH:20])[CH:17]=2)[N:4]=[C:5]2[C:14]3[CH:13]=[CH:12][CH:11]=[CH:10][C:9]=3[NH:8][C:7](=[O:15])[C:6]=12. The catalyst class is: 27. (6) Reactant: [Br:1][C:2]1[CH:7]=[CH:6][C:5]([Cl:8])=[C:4]([CH2:9][C:10]2[CH:15]=[CH:14][C:13]([CH2:16]Br)=[CH:12][CH:11]=2)[CH:3]=1.[CH3:18][C:19]([O-:21])=[O:20].[Na+].O. Product: [C:19]([O:21][CH2:16][C:13]1[CH:14]=[CH:15][C:10]([CH2:9][C:4]2[CH:3]=[C:2]([Br:1])[CH:7]=[CH:6][C:5]=2[Cl:8])=[CH:11][CH:12]=1)(=[O:20])[CH3:18]. The catalyst class is: 13. (7) Reactant: [CH:1]1[C:10]2[C:5](=[CH:6][CH:7]=[CH:8][CH:9]=2)[CH:4]=[C:3]([C:11]([OH:13])=O)[N:2]=1.CN(C(ON1N=NC2C=CC=CC1=2)=[N+](C)C)C.F[P-](F)(F)(F)(F)F.CCN(C(C)C)C(C)C.[CH3:47][O:48][C:49]([C:51]1[C:59]2[N:58]=[C:57]([NH2:60])[NH:56][C:55]=2[C:54]([F:61])=[C:53]([O:62][CH3:63])[C:52]=1[F:64])=[O:50]. Product: [CH3:47][O:48][C:49]([C:51]1[C:59]2[NH:58][C:57]([NH:60][C:11]([C:3]3[N:2]=[CH:1][C:10]4[C:5]([CH:4]=3)=[CH:6][CH:7]=[CH:8][CH:9]=4)=[O:13])=[N:56][C:55]=2[C:54]([F:61])=[C:53]([O:62][CH3:63])[C:52]=1[F:64])=[O:50]. The catalyst class is: 3.